This data is from Full USPTO retrosynthesis dataset with 1.9M reactions from patents (1976-2016). The task is: Predict the reactants needed to synthesize the given product. (1) Given the product [CH:27]1([C:26]2[CH:25]=[C:20]([CH:19]=[CH:4][CH:5]=2)[C:21]([O:23][CH3:24])=[O:22])[CH2:18][CH2:16]1, predict the reactants needed to synthesize it. The reactants are: C([Zn][CH2:4][CH3:5])C.FC(F)(F)C(O)=O.ICI.[CH:16]([C:18]1[CH:19]=[C:20]([CH:25]=[CH:26][CH:27]=1)[C:21]([O:23][CH3:24])=[O:22])=C. (2) Given the product [Cl:1][C:2]1[C:3]2[CH:10]=[C:9]([C:28]3[CH:29]=[CH:30][C:25]([C:22]([OH:21])([CH3:24])[CH3:23])=[CH:26][CH:27]=3)[NH:8][C:4]=2[N:5]=[CH:6][N:7]=1, predict the reactants needed to synthesize it. The reactants are: [Cl:1][C:2]1[C:3]2[CH:10]=[C:9](I)[N:8](S(C3C=CC=CC=3)(=O)=O)[C:4]=2[N:5]=[CH:6][N:7]=1.[OH:21][C:22]([C:25]1[CH:30]=[CH:29][C:28](B(O)O)=[CH:27][CH:26]=1)([CH3:24])[CH3:23].C([O-])([O-])=O.[Na+].[Na+]. (3) The reactants are: CO.[ClH:3].Cl.Cl.[C:6]1([NH:12][C:13]([NH:15][C:16]([NH:18][CH2:19][CH2:20][CH2:21][CH2:22][CH2:23][CH2:24][CH2:25][CH2:26][CH3:27])=[NH:17])=[NH:14])[CH:11]=[CH:10][CH:9]=[CH:8][CH:7]=1.[CH3:28][C:29]([CH3:31])=O. Given the product [ClH:3].[NH2:14][C:13]1[N:12]([C:6]2[CH:7]=[CH:8][CH:9]=[CH:10][CH:11]=2)[C:29]([CH3:31])([CH3:28])[N:17]=[C:16]([NH:18][CH2:19][CH2:20][CH2:21][CH2:22][CH2:23][CH2:24][CH2:25][CH2:26][CH3:27])[N:15]=1, predict the reactants needed to synthesize it. (4) Given the product [Si:13]([O:30][CH2:31][C@@H:32]1[CH2:33][N:34]([CH2:35][C:36]23[CH2:37][CH:38]4[CH2:39][CH:40]([CH2:41][CH:42]([CH2:44]4)[CH2:43]2)[CH2:45]3)[C:5](=[O:11])[NH:46]1)([C:26]([CH3:27])([CH3:28])[CH3:29])([C:20]1[CH:25]=[CH:24][CH:23]=[CH:22][CH:21]=1)[C:14]1[CH:19]=[CH:18][CH:17]=[CH:16][CH:15]=1, predict the reactants needed to synthesize it. The reactants are: ClC(Cl)(O[C:5](=[O:11])OC(Cl)(Cl)Cl)Cl.[Si:13]([O:30][CH2:31][C@@H:32]([NH2:46])[CH2:33][NH:34][CH2:35][C:36]12[CH2:45][CH:40]3[CH2:41][CH:42]([CH2:44][CH:38]([CH2:39]3)[CH2:37]1)[CH2:43]2)([C:26]([CH3:29])([CH3:28])[CH3:27])([C:20]1[CH:25]=[CH:24][CH:23]=[CH:22][CH:21]=1)[C:14]1[CH:19]=[CH:18][CH:17]=[CH:16][CH:15]=1.C(N(CC)CC)C. (5) Given the product [Br:19][C:20]1[CH:25]=[CH:24][C:23]([C:26]([F:29])([F:28])[F:27])=[C:22]([O:8][CH2:7][CH2:6][CH2:5][O:4][CH3:3])[CH:21]=1, predict the reactants needed to synthesize it. The reactants are: [H-].[Na+].[CH3:3][O:4][CH2:5][CH2:6][CH2:7][OH:8].C([O-])(=O)C1C=CC=CC=1.[Na+].[Br:19][C:20]1[CH:25]=[CH:24][C:23]([C:26]([F:29])([F:28])[F:27])=[C:22](F)[CH:21]=1. (6) Given the product [ClH:28].[NH2:20][C@@H:10]1[C:11](=[O:19])[NH:12][C:13]2[CH:18]=[CH:17][CH:16]=[CH:15][C:14]=2[N:8]([CH2:1][C:2]2[CH:3]=[CH:4][CH:5]=[CH:6][CH:7]=2)[CH2:9]1, predict the reactants needed to synthesize it. The reactants are: [CH2:1]([N:8]1[C:14]2[CH:15]=[CH:16][CH:17]=[CH:18][C:13]=2[NH:12][C:11](=[O:19])[C@@H:10]([NH:20]C(=O)OC(C)(C)C)[CH2:9]1)[C:2]1[CH:7]=[CH:6][CH:5]=[CH:4][CH:3]=1.[ClH:28]. (7) Given the product [CH3:1][C:2]1[CH:23]=[C:22]([CH3:24])[C:21]([C:25]2[NH:29][C:28]([C@@H:30]3[CH2:31][CH2:35][CH2:34][O:33]3)=[N:27][N:26]=2)=[CH:20][C:3]=1[C:4]([N:6]1[CH2:11][CH2:10][CH:9]([C:12]2[CH:19]=[CH:18][C:15]([C:16]#[N:17])=[CH:14][CH:13]=2)[CH2:8][CH2:7]1)=[O:5], predict the reactants needed to synthesize it. The reactants are: [CH3:1][C:2]1[CH:23]=[C:22]([CH3:24])[C:21]([C:25]2[NH:29][C:28]([CH2:30][CH:31]3[CH2:35][CH2:34][O:33]C3)=[N:27][N:26]=2)=[CH:20][C:3]=1[C:4]([N:6]1[CH2:11][CH2:10][CH:9]([C:12]2[CH:19]=[CH:18][C:15]([C:16]#[N:17])=[CH:14][CH:13]=2)[CH2:8][CH2:7]1)=[O:5].O1CCC[C@H]1C(NN)=O.O1CCC(CC(NN)=O)C1.